This data is from Reaction yield outcomes from USPTO patents with 853,638 reactions. The task is: Predict the reaction yield, written as a fraction of the theoretical maximum amount of product (1.0 means a 100% yield; for example, 0.34 means a 34% yield). (1) The reactants are [C:1](Cl)(=O)C.[OH:5][C:6]1[CH:7]=[C:8]([CH:12]=[C:13]([CH3:15])[CH:14]=1)[C:9]([OH:11])=[O:10].C(Cl)(=O)C.CO. The catalyst is CO. The product is [OH:5][C:6]1[CH:7]=[C:8]([CH:12]=[C:13]([CH3:15])[CH:14]=1)[C:9]([O:11][CH3:1])=[O:10]. The yield is 0.680. (2) The reactants are C1(P(C2C=CC=CC=2)C2C=CC=CC=2)C=CC=CC=1.BrN1C(=O)CCC1=O.[Cl:28][C:29]1[CH:30]=[C:31]([C@@H:39]([CH2:49][CH:50]2[CH2:54][CH2:53][CH2:52][CH2:51]2)[C:40]([NH:42][C:43]2[CH:47]=[CH:46][N:45]([CH3:48])[N:44]=2)=[O:41])[CH:32]=[CH:33][C:34]=1[S:35]([CH3:38])(=[O:37])=[O:36].[CH3:55][C:56]([CH3:65])=[CH:57]CN1C=CC(N)=N1.N1C(C)=CC=CC=1C. The catalyst is C(Cl)Cl.C(OCC)(=O)C. The product is [Cl:28][C:29]1[CH:30]=[C:31]([C@@H:39]([CH2:49][CH:50]2[CH2:51][CH2:52][CH2:53][CH2:54]2)[C:40]([NH:42][C:43]2[CH:47]=[CH:46][N:45]([CH2:48][CH:55]=[C:56]([CH3:65])[CH3:57])[N:44]=2)=[O:41])[CH:32]=[CH:33][C:34]=1[S:35]([CH3:38])(=[O:37])=[O:36]. The yield is 0.390. (3) The reactants are [NH:1]1[C:9]2[C:4](=[CH:5][CH:6]=[CH:7][CH:8]=2)[CH:3]=[C:2]1[C:10]1[O:14][CH:13]=[N:12][CH:11]=1.[C:15]([O:19][C:20](O[C:20]([O:19][C:15]([CH3:18])([CH3:17])[CH3:16])=[O:21])=[O:21])([CH3:18])([CH3:17])[CH3:16].C(N(CC)CC)C. The catalyst is C(Cl)Cl.CN(C)C1C=CN=CC=1.CCCCCC. The product is [O:14]1[C:10]([C:2]2[N:1]([C:20]([O:19][C:15]([CH3:18])([CH3:17])[CH3:16])=[O:21])[C:9]3[C:4]([CH:3]=2)=[CH:5][CH:6]=[CH:7][CH:8]=3)=[CH:11][N:12]=[CH:13]1. The yield is 1.00. (4) The reactants are Br[C:2]1[CH:11]=[C:10]2[C:5]([N:6]=[CH:7][C:8]([NH:12][C:13]3[CH:17]=[CH:16][N:15]([CH3:18])[N:14]=3)=[N:9]2)=[CH:4][CH:3]=1.CC1(C)C(C)(C)OB([C:27]2[CH:28]=[C:29]([NH:33][S:34]([C:37]3[CH:42]=[CH:41][CH:40]=[CH:39][CH:38]=3)(=[O:36])=[O:35])[CH:30]=[N:31][CH:32]=2)O1.C(=O)([O-])[O-].[K+].[K+]. The catalyst is O1CCOCC1. The product is [CH3:18][N:15]1[CH:16]=[CH:17][C:13]([NH:12][C:8]2[CH:7]=[N:6][C:5]3[C:10]([N:9]=2)=[CH:11][C:2]([C:27]2[CH:28]=[C:29]([NH:33][S:34]([C:37]4[CH:38]=[CH:39][CH:40]=[CH:41][CH:42]=4)(=[O:35])=[O:36])[CH:30]=[N:31][CH:32]=2)=[CH:3][CH:4]=3)=[N:14]1. The yield is 0.320. (5) The reactants are [CH3:1][O:2][CH2:3][CH2:4][CH2:5][O:6][C:7]1[CH:8]=[C:9]([CH:11]=[CH:12][CH:13]=1)[NH2:10].C(O)(=O)C.[O-:18][C:19]#[N:20].[K+]. The catalyst is O. The product is [CH3:1][O:2][CH2:3][CH2:4][CH2:5][O:6][C:7]1[CH:8]=[C:9]([NH:10][C:19]([NH2:20])=[O:18])[CH:11]=[CH:12][CH:13]=1. The yield is 0.700.